From a dataset of Forward reaction prediction with 1.9M reactions from USPTO patents (1976-2016). Predict the product of the given reaction. (1) Given the reactants [Cl:1][C:2]1[CH:10]=[C:6]([C:7]([OH:9])=O)[C:5]([OH:11])=[CH:4][CH:3]=1.P(Cl)(Cl)Cl.[F:16][C:17]([F:30])([F:29])[C:18]1[CH:19]=[C:20]([CH:22]=[C:23]([C:25]([F:28])([F:27])[F:26])[CH:24]=1)[NH2:21], predict the reaction product. The product is: [F:16][C:17]([F:29])([F:30])[C:18]1[CH:19]=[C:20]([NH:21][C:7](=[O:9])[C:6]2[CH:10]=[C:2]([Cl:1])[CH:3]=[CH:4][C:5]=2[OH:11])[CH:22]=[C:23]([C:25]([F:26])([F:28])[F:27])[CH:24]=1. (2) Given the reactants [C:1]1([S:7]([Cl:10])(=[O:9])=[O:8])[CH:6]=[CH:5][CH:4]=[CH:3][CH:2]=1.N1C=CC=CC=1.[NH2:17][C:18]1[CH:19]=[C:20]([NH:27][C:28]2[CH:33]=[CH:32][N:31]=[CH:30][CH:29]=2)[C:21]2[O:25][CH:24]=[CH:23][C:22]=2[CH:26]=1, predict the reaction product. The product is: [ClH:10].[N:31]1[CH:32]=[CH:33][C:28]([NH:27][C:20]2[C:21]3[O:25][CH:24]=[CH:23][C:22]=3[CH:26]=[C:18]([NH:17][S:7]([C:1]3[CH:6]=[CH:5][CH:4]=[CH:3][CH:2]=3)(=[O:9])=[O:8])[CH:19]=2)=[CH:29][CH:30]=1. (3) Given the reactants [F:1][C:2]1[CH:7]=[CH:6][C:5]([C:8]([OH:28])([CH2:25][CH:26]=[CH2:27])[CH2:9][CH2:10][NH:11][CH2:12][CH:13]2[CH2:18][CH2:17][N:16]([C:19]3[CH:24]=[CH:23][CH:22]=[CH:21][CH:20]=3)[CH2:15][CH2:14]2)=[CH:4][CH:3]=1.Cl[C:30](Cl)([O:32]C(=O)OC(Cl)(Cl)Cl)Cl.C1CCN2C(=NCCC2)CC1, predict the reaction product. The product is: [CH2:25]([C:8]1([C:5]2[CH:4]=[CH:3][C:2]([F:1])=[CH:7][CH:6]=2)[O:28][C:30](=[O:32])[N:11]([CH2:12][CH:13]2[CH2:14][CH2:15][N:16]([C:19]3[CH:20]=[CH:21][CH:22]=[CH:23][CH:24]=3)[CH2:17][CH2:18]2)[CH2:10][CH2:9]1)[CH:26]=[CH2:27]. (4) The product is: [CH:1]12[CH2:7][CH:4]([CH:5]=[CH:6]1)[CH2:3][CH:2]2[NH:8][C:9](=[S:10])[NH:11][N:12]=[CH:14][CH2:13][C:16]1[S:17][CH:18]=[CH:19][N:20]=1. Given the reactants [CH:1]12[CH2:7][CH:4]([CH:5]=[CH:6]1)[CH2:3][CH:2]2[NH:8][C:9]([NH:11][NH2:12])=[S:10].[C:13]([C:16]1[S:17][CH:18]=[CH:19][N:20]=1)(=O)[CH3:14], predict the reaction product. (5) Given the reactants [F:1][C:2]1[C:7]([F:8])=[C:6]([O:9][CH3:10])[CH:5]=[CH:4][C:3]=1[N:11]1[C:15]([C:16]2[C:17]([NH2:31])=[N:18][CH:19]=[C:20](B3OC(C)(C)C(C)(C)O3)[CH:21]=2)=[N:14][N:13]=[N:12]1.Br[C:33]1[S:37][C:36]([CH:38]2[CH2:43][CH2:42][N:41]([C:44]([O:46][C:47]([CH3:50])([CH3:49])[CH3:48])=[O:45])[CH2:40][CH2:39]2)=[C:35]([CH3:51])[CH:34]=1.C([O-])(O)=O.[Na+], predict the reaction product. The product is: [NH2:31][C:17]1[N:18]=[CH:19][C:20]([C:33]2[S:37][C:36]([CH:38]3[CH2:39][CH2:40][N:41]([C:44]([O:46][C:47]([CH3:49])([CH3:48])[CH3:50])=[O:45])[CH2:42][CH2:43]3)=[C:35]([CH3:51])[CH:34]=2)=[CH:21][C:16]=1[C:15]1[N:11]([C:3]2[CH:4]=[CH:5][C:6]([O:9][CH3:10])=[C:7]([F:8])[C:2]=2[F:1])[N:12]=[N:13][N:14]=1. (6) The product is: [CH3:15][N:16]([CH3:26])[C:17]1[CH:18]=[C:19]([C:2]2[C:3]([C:9]3[CH:14]=[CH:13][CH:12]=[CH:11][CH:10]=3)([C:9]3[CH:14]=[CH:13][CH:12]=[CH:11][CH:10]=3)[NH:4][C:5]([NH2:8])=[N:6][N:7]=2)[CH:20]=[CH:21][CH:22]=1. Given the reactants Br[C:2]1[N:7]=[N:6][C:5]([NH2:8])=[N:4][C:3]=1[C:9]1[CH:14]=[CH:13][CH:12]=[CH:11][CH:10]=1.[CH3:15][N:16]([CH3:26])[C:17]1[CH:18]=[C:19](B(O)O)[CH:20]=[CH:21][CH:22]=1, predict the reaction product. (7) Given the reactants [CH3:1][C:2](C)([O-])C.[K+].[Br:7][C:8]1[CH:15]=[CH:14][C:11]([CH:12]=O)=[C:10]([OH:16])[CH:9]=1, predict the reaction product. The product is: [Br:7][C:8]1[CH:15]=[CH:14][C:11]([CH:12]=[CH:1][CH3:2])=[C:10]([OH:16])[CH:9]=1.